This data is from Peptide-MHC class II binding affinity with 134,281 pairs from IEDB. The task is: Regression. Given a peptide amino acid sequence and an MHC pseudo amino acid sequence, predict their binding affinity value. This is MHC class II binding data. (1) The peptide sequence is AYEGQRVVFIQPSPV. The MHC is DRB1_1501 with pseudo-sequence DRB1_1501. The binding affinity (normalized) is 0.386. (2) The peptide sequence is EKKCFAATQFEPLAA. The MHC is HLA-DQA10301-DQB10302 with pseudo-sequence HLA-DQA10301-DQB10302. The binding affinity (normalized) is 0.522. (3) The peptide sequence is KFKFVLNVSYLCHLI. The MHC is DRB1_0101 with pseudo-sequence DRB1_0101. The binding affinity (normalized) is 0.872. (4) The peptide sequence is RGKVVLIDFWAYPCI. The MHC is DRB4_0101 with pseudo-sequence DRB4_0103. The binding affinity (normalized) is 0.603. (5) The peptide sequence is EGKQSLTKLAAAWGG. The MHC is DRB1_1201 with pseudo-sequence DRB1_1201. The binding affinity (normalized) is 0.677.